Predict the product of the given reaction. From a dataset of Forward reaction prediction with 1.9M reactions from USPTO patents (1976-2016). (1) The product is: [OH:9][C:10]1[CH:11]=[CH:12][C:13]2[O:18][C:17]([CH3:19])([CH3:20])[C:16](=[O:21])[NH:15][C:14]=2[CH:22]=1. Given the reactants ClCCl.B(Br)(Br)Br.C[O:9][C:10]1[CH:11]=[CH:12][C:13]2[O:18][C:17]([CH3:20])([CH3:19])[C:16](=[O:21])[NH:15][C:14]=2[CH:22]=1, predict the reaction product. (2) The product is: [CH2:20]([N:9]1[C:10]2[C:5](=[CH:4][C:3]([C:2]([F:1])([F:14])[F:15])=[CH:12][CH:11]=2)[CH:6]([OH:13])[CH2:7][CH2:8]1)[CH2:16][CH3:17]. Given the reactants [F:1][C:2]([F:15])([F:14])[C:3]1[CH:4]=[C:5]2[C:10](=[CH:11][CH:12]=1)[NH:9][CH2:8][CH2:7][CH:6]2[OH:13].[C:16](O)(=O)[CH3:17].[C:20](O[BH-](OC(=O)C)OC(=O)C)(=O)C.[Na+], predict the reaction product. (3) Given the reactants [OH:1][CH:2]([C:18]1[CH:23]=[CH:22][CH:21]=[CH:20][CH:19]=1)[C:3]1[N:4]=[C:5]2[C:11]([C:12](=[O:17])[C:13]([CH3:16])([CH3:15])[CH3:14])=[CH:10][NH:9][C:6]2=[N:7][CH:8]=1.CC(OI1(OC(C)=O)(OC(C)=O)OC(=O)C2C=CC=CC1=2)=O, predict the reaction product. The product is: [C:2]([C:3]1[N:4]=[C:5]2[C:11]([C:12](=[O:17])[C:13]([CH3:15])([CH3:14])[CH3:16])=[CH:10][NH:9][C:6]2=[N:7][CH:8]=1)(=[O:1])[C:18]1[CH:19]=[CH:20][CH:21]=[CH:22][CH:23]=1. (4) Given the reactants C([O:5][C:6](=[O:34])[C@@H:7]([N:10]1[C:15](=[O:16])[C:14]2[N:17]=[CH:18][CH:19]=[CH:20][C:13]=2[N:12]([CH2:21][C:22]2[C:26]3[C:27]([CH3:32])=[CH:28][C:29]([CH3:31])=[CH:30][C:25]=3[S:24][N:23]=2)[C:11]1=[O:33])[CH2:8][CH3:9])(C)(C)C, predict the reaction product. The product is: [CH3:32][C:27]1[C:26]2[C:22]([CH2:21][N:12]3[C:13]4[CH:20]=[CH:19][CH:18]=[N:17][C:14]=4[C:15](=[O:16])[N:10]([C@@H:7]([CH2:8][CH3:9])[C:6]([OH:34])=[O:5])[C:11]3=[O:33])=[N:23][S:24][C:25]=2[CH:30]=[C:29]([CH3:31])[CH:28]=1. (5) Given the reactants C(OC(=O)[NH:7][C:8]1[CH:13]=[C:12]([O:14][CH2:15][C:16]([F:19])([F:18])[F:17])[C:11]([C:20]([F:23])([F:22])[F:21])=[CH:10][C:9]=1[NH:24][C:25](=[O:41])[CH2:26][C:27]([C:29]1[CH:34]=[CH:33][N:32]=[C:31]([C:35]2[CH:36]=[N:37][CH:38]=[CH:39][CH:40]=2)[CH:30]=1)=O)(C)(C)C.C(O)(C(F)(F)F)=O, predict the reaction product. The product is: [N:32]1[CH:33]=[CH:34][C:29]([C:27]2[CH2:26][C:25](=[O:41])[NH:24][C:9]3[CH:10]=[C:11]([C:20]([F:23])([F:22])[F:21])[C:12]([O:14][CH2:15][C:16]([F:17])([F:19])[F:18])=[CH:13][C:8]=3[N:7]=2)=[CH:30][C:31]=1[C:35]1[CH:36]=[N:37][CH:38]=[CH:39][CH:40]=1. (6) Given the reactants [NH2:1][C:2]1[CH:3]=[C:4]([CH3:9])[CH:5]=[CH:6][C:7]=1[NH2:8].[N:10]([C@H:13]1[C:22]2[C:17](=[CH:18][CH:19]=[CH:20][CH:21]=2)[CH2:16][CH2:15][CH2:14]1)=[C:11]=S, predict the reaction product. The product is: [CH3:9][C:4]1[CH:5]=[CH:6][C:7]2[N:8]=[C:11]([NH:10][C@H:13]3[C:22]4[C:17](=[CH:18][CH:19]=[CH:20][CH:21]=4)[CH2:16][CH2:15][CH2:14]3)[NH:1][C:2]=2[CH:3]=1. (7) Given the reactants NC1C=C([CH:8]=[C:9]([N+:11]([O-:13])=[O:12])[CH:10]=1)C(O)=O.[C:14](=O)([O-])[O-:15].[K+].[K+].S(OC)(OC)(=O)=O.[CH3:27][N:28]1[C:32](=[O:33])[CH2:31][CH2:30][CH2:29]1, predict the reaction product. The product is: [CH3:14][O:15][C:32](=[O:33])[C:31]1[CH:10]=[C:9]([N+:11]([O-:13])=[O:12])[CH:8]=[C:29]([NH:28][CH3:27])[CH:30]=1. (8) Given the reactants [N:1]1[CH:6]=[CH:5][CH:4]=[C:3]2[CH2:7][CH2:8][C:9](=[O:10])[C:2]=12.Br[Mg][C:13]#[CH:14], predict the reaction product. The product is: [C:13]([C:9]1([OH:10])[C:2]2=[N:1][CH:6]=[CH:5][CH:4]=[C:3]2[CH2:7][CH2:8]1)#[CH:14]. (9) The product is: [Br:15][C:7]1[N:6]=[C:5]([C:10]([O:12][CH2:13][CH3:14])=[O:11])[C:4]([NH:3][CH2:1][CH3:2])=[CH:9][CH:8]=1. Given the reactants [CH2:1]([NH:3][C:4]1[C:5]([C:10]([O:12][CH2:13][CH3:14])=[O:11])=[N:6][CH:7]=[CH:8][CH:9]=1)[CH3:2].[Br:15]N1C(=O)CCC1=O, predict the reaction product.